The task is: Predict the reactants needed to synthesize the given product.. This data is from Full USPTO retrosynthesis dataset with 1.9M reactions from patents (1976-2016). (1) Given the product [CH3:1][C:2]1[O:6][C:5]([C:7]([F:8])([F:9])[F:10])=[C:4]([C:11]([OH:13])=[O:12])[CH:3]=1, predict the reactants needed to synthesize it. The reactants are: [CH3:1][C:2]1[O:6][C:5]([C:7]([F:10])([F:9])[F:8])=[C:4]([C:11]([O:13]CC)=[O:12])[CH:3]=1.[OH-].[Na+]. (2) Given the product [CH3:1][C:2]1[N:3]=[CH:4][C:5]2[C:10]([CH:11]=1)=[C:9]([NH:12][C:25]([NH:24][CH2:23][C:22]1[CH:21]=[CH:20][C:19]([C:18]([F:17])([F:30])[F:29])=[CH:28][CH:27]=1)=[O:26])[CH:8]=[C:7]([C:13]([F:14])([F:16])[F:15])[CH:6]=2, predict the reactants needed to synthesize it. The reactants are: [CH3:1][C:2]1[N:3]=[CH:4][C:5]2[CH:6]=[C:7]([C:13]([F:16])([F:15])[F:14])[CH:8]=[C:9]([NH2:12])[C:10]=2[CH:11]=1.[F:17][C:18]([F:30])([F:29])[C:19]1[CH:28]=[CH:27][C:22]([CH2:23][N:24]=[C:25]=[O:26])=[CH:21][CH:20]=1. (3) Given the product [C:1]([N:14]1[CH2:19][CH2:18][CH2:17][CH2:16][CH:15]1[CH2:20][CH2:21][O:22][C:23]1[CH:24]=[CH:25][C:26]([C:29]2[NH:33][C:32]3[CH:34]=[CH:35][C:36]([C:38]([NH2:40])=[O:39])=[CH:37][C:31]=3[N:30]=2)=[CH:27][CH:28]=1)(=[O:8])[C:2]1[CH:7]=[CH:6][CH:5]=[CH:4][CH:3]=1, predict the reactants needed to synthesize it. The reactants are: [C:1](O)(=[O:8])[C:2]1[CH:7]=[CH:6][CH:5]=[CH:4][CH:3]=1.C(Cl)CCl.[NH:14]1[CH2:19][CH2:18][CH2:17][CH2:16][CH:15]1[CH2:20][CH2:21][O:22][C:23]1[CH:28]=[CH:27][C:26]([C:29]2[NH:33][C:32]3[CH:34]=[CH:35][C:36]([C:38]([NH2:40])=[O:39])=[CH:37][C:31]=3[N:30]=2)=[CH:25][CH:24]=1. (4) Given the product [C:12]([O:1][C:2]1[CH:3]=[CH:4][C:5]([CH2:8][C:9]([OH:11])=[O:10])=[CH:6][CH:7]=1)(=[O:14])[CH3:13], predict the reactants needed to synthesize it. The reactants are: [OH:1][C:2]1[CH:7]=[CH:6][C:5]([CH2:8][C:9]([OH:11])=[O:10])=[CH:4][CH:3]=1.[C:12](OC(=O)C)(=[O:14])[CH3:13]. (5) Given the product [CH2:1]([O:8][C:9]1[CH:10]=[C:11]([C:15]2[N:16]=[C:17]([CH:25]3[CH2:28][C:27](=[CH:29][O:30][CH3:31])[CH2:26]3)[N:18]3[CH:23]=[CH:22][N:21]=[C:20]([NH2:54])[C:19]=23)[CH:12]=[CH:13][CH:14]=1)[C:2]1[CH:7]=[CH:6][CH:5]=[CH:4][CH:3]=1, predict the reactants needed to synthesize it. The reactants are: [CH2:1]([O:8][C:9]1[CH:10]=[C:11]([C:15]2[N:16]=[C:17]([CH:25]3[CH2:28][C:27](=[CH:29][O:30][CH3:31])[CH2:26]3)[N:18]3[CH:23]=[CH:22][N:21]=[C:20](Cl)[C:19]=23)[CH:12]=[CH:13][CH:14]=1)[C:2]1[CH:7]=[CH:6][CH:5]=[CH:4][CH:3]=1.CCC([O-])(C)C.[Na+].C(OC1C=C(C2[N:54]=C(C3CC(=O)C3)N3C=CN=C(Cl)C=23)C=CC=1)C1C=CC=CC=1. (6) Given the product [Cl:1][C:2]1[CH:3]=[CH:4][C:5]([CH3:11])=[C:6]([NH:8][C:9]([NH:12][C:13]2[S:14][CH:15]=[C:16]([CH3:18])[N:17]=2)=[S:10])[CH:7]=1, predict the reactants needed to synthesize it. The reactants are: [Cl:1][C:2]1[CH:3]=[CH:4][C:5]([CH3:11])=[C:6]([N:8]=[C:9]=[S:10])[CH:7]=1.[NH2:12][C:13]1[S:14][CH:15]=[C:16]([CH3:18])[N:17]=1. (7) Given the product [O:13]=[C:8]1[C:7]([C:14]2[CH:19]=[CH:18][CH:17]=[CH:16][CH:15]=2)=[CH:6][C:5]2[N:4]=[C:3]([NH:1][NH:2][C:24](=[O:33])[CH2:23][CH3:25])[CH:12]=[CH:11][C:10]=2[NH:9]1, predict the reactants needed to synthesize it. The reactants are: [NH:1]([C:3]1[N:4]=[C:5]2[C:10](=[CH:11][CH:12]=1)[NH:9][C:8](=[O:13])[C:7]([C:14]1[CH:19]=[CH:18][CH:17]=[CH:16][CH:15]=1)=[CH:6]2)[NH2:2].CCN(C(C)C)[CH:23]([CH3:25])[CH3:24].CN(C=[O:33])C. (8) Given the product [NH2:19][O:18][CH2:17][C:15]1[S:16][C:12]2[C:11]3[CH:10]=[CH:9][CH:8]=[CH:7][C:6]=3[N:5]=[C:4]([NH2:3])[C:13]=2[N:14]=1, predict the reactants needed to synthesize it. The reactants are: NN.[NH2:3][C:4]1[C:13]2[N:14]=[C:15]([CH2:17][O:18][N:19]3C(=O)C4C(=CC=CC=4)C3=O)[S:16][C:12]=2[C:11]2[CH:10]=[CH:9][CH:8]=[CH:7][C:6]=2[N:5]=1. (9) The reactants are: [NH2:1][C:2]1[C:11]2[C:6](=[CH:7][C:8]([N:12]3[C:20]4[CH2:19][C:18]([CH3:22])([CH3:21])[CH2:17][C:16](=[O:23])[C:15]=4[C:14]([CH3:24])=[CH:13]3)=[CH:9][CH:10]=2)[C:5]([C:25]#[N:26])=[CH:4][N:3]=1.[NH2:27][OH:28].C(N(CC)CC)C. Given the product [NH2:1][C:2]1[C:11]2[C:6](=[CH:7][C:8]([N:12]3[C:20]4[CH2:19][C:18]([CH3:21])([CH3:22])[CH2:17][C:16](=[O:23])[C:15]=4[C:14]([CH3:24])=[CH:13]3)=[CH:9][CH:10]=2)[C:5]([C:25]([NH:27][OH:28])=[NH:26])=[CH:4][N:3]=1, predict the reactants needed to synthesize it. (10) Given the product [CH3:11][C:1]1[CH:6]=[CH:5][CH:4]=[CH:3][C:2]=1[CH2:7][C:8]1[O:10][N:25]=[C:19]([C:20]([O:22][CH2:23][CH3:24])=[O:21])[N:18]=1, predict the reactants needed to synthesize it. The reactants are: [C:1]1([CH3:11])[CH:6]=[CH:5][CH:4]=[CH:3][C:2]=1[CH2:7][C:8]([OH:10])=O.C(Cl)(=O)C(Cl)=O.[NH2:18][C:19](=[N:25]O)[C:20]([O:22][CH2:23][CH3:24])=[O:21].C(N(CC)C(C)C)(C)C.